From a dataset of Reaction yield outcomes from USPTO patents with 853,638 reactions. Predict the reaction yield, written as a fraction of the theoretical maximum amount of product (1.0 means a 100% yield; for example, 0.34 means a 34% yield). (1) The reactants are [Br:1][C:2]1[C:3]([CH3:9])=[C:4]([NH2:8])[CH:5]=[CH:6][CH:7]=1.Cl.[OH-:11].[Na+].[CH3:13]S(C)=O. No catalyst specified. The product is [NH2:8][C:4]1[CH:5]=[CH:6][C:7]([CH:13]=[O:11])=[C:2]([Br:1])[C:3]=1[CH3:9]. The yield is 0.310. (2) The reactants are [NH2:1][NH2:2].[C:3]1(=O)[C:11]2[CH2:10][CH2:9][CH2:8][CH2:7][C:6]=2[C:5](=[O:12])[O:4]1. The catalyst is O.CC(O)=O. The product is [C:5]1(=[O:12])[C:6]2[CH2:7][CH2:8][CH2:9][CH2:10][C:11]=2[C:3](=[O:4])[NH:2][NH:1]1. The yield is 0.960. (3) The reactants are [F:1][C:2]1[CH:3]=[CH:4][C:5]([C:8]([NH:10][C:11](=[O:13])[CH3:12])=[CH2:9])=[N:6][CH:7]=1. The catalyst is CO. The product is [F:1][C:2]1[CH:3]=[CH:4][C:5]([C@@H:8]([NH:10][C:11](=[O:13])[CH3:12])[CH3:9])=[N:6][CH:7]=1. The yield is 0.880. (4) The reactants are C[O:2][C:3](=[O:33])[CH2:4][C:5]1[C:14]([CH3:15])=[C:13]([CH:16]2[CH2:21][CH2:20][N:19]([S:22]([C:25]3[CH:30]=[CH:29][CH:28]=[CH:27][C:26]=3[Cl:31])(=[O:24])=[O:23])[CH2:18][CH2:17]2)[C:12]2[C:7](=[CH:8][CH:9]=[C:10]([F:32])[CH:11]=2)[CH:6]=1.O.[OH-].[Li+]. The catalyst is C1COCC1.O. The product is [Cl:31][C:26]1[CH:27]=[CH:28][CH:29]=[CH:30][C:25]=1[S:22]([N:19]1[CH2:20][CH2:21][CH:16]([C:13]2[C:12]3[C:7](=[CH:8][CH:9]=[C:10]([F:32])[CH:11]=3)[CH:6]=[C:5]([CH2:4][C:3]([OH:33])=[O:2])[C:14]=2[CH3:15])[CH2:17][CH2:18]1)(=[O:23])=[O:24]. The yield is 0.870. (5) The reactants are CCOC(/N=N/C(OCC)=O)=O.[N+:13]([C:16]1[N:17]=[C:18]2[N:23]([CH:24]=1)[CH2:22][CH2:21][CH:20]([CH2:25][OH:26])[O:19]2)([O-:15])=[O:14].C1(P(C2C=CC=CC=2)C2C=CC=CC=2)C=CC=CC=1.[I:46][C:47]1[CH:52]=[CH:51][C:50](O)=[CH:49][CH:48]=1. The catalyst is C1COCC1. The product is [I:46][C:47]1[CH:52]=[CH:51][C:50]([O:26][CH2:25][CH:20]2[O:19][C:18]3=[N:17][C:16]([N+:13]([O-:15])=[O:14])=[CH:24][N:23]3[CH2:22][CH2:21]2)=[CH:49][CH:48]=1. The yield is 0.860. (6) The reactants are [CH2:1]([N:3]([CH2:19][CH3:20])[CH2:4][CH2:5][N:6]1[CH2:11][CH2:10][C:9]2[NH:12][C:13]([CH:16]=O)=[C:14]([CH3:15])[C:8]=2[C:7]1=[O:18])[CH3:2].[Cl:21][C:22]1[C:23]([F:38])=[C:24]([C:28]2[CH:36]=[CH:35][CH:34]=[C:33]3[C:29]=2[CH2:30][C:31](=[O:37])[NH:32]3)[CH:25]=[CH:26][CH:27]=1. No catalyst specified. The product is [Cl:21][C:22]1[C:23]([F:38])=[C:24]([C:28]2[CH:36]=[CH:35][CH:34]=[C:33]3[C:29]=2[C:30](=[CH:16][C:13]2[NH:12][C:9]4[CH2:10][CH2:11][N:6]([CH2:5][CH2:4][N:3]([CH2:19][CH3:20])[CH2:1][CH3:2])[C:7](=[O:18])[C:8]=4[C:14]=2[CH3:15])[C:31](=[O:37])[NH:32]3)[CH:25]=[CH:26][CH:27]=1. The yield is 0.300. (7) The reactants are [Br:1][C:2]1[CH:3]=[C:4](/[C:7](=[N:9]/[S:10]([C:12]([CH3:15])([CH3:14])[CH3:13])=[O:11])/[CH3:8])[S:5][CH:6]=1.C[Al](C)C.Br[Zn][CH2:22][C:23]([CH2:25][O:26][Si:27]([C:40]([CH3:43])([CH3:42])[CH3:41])([C:34]1[CH:39]=[CH:38][CH:37]=[CH:36][CH:35]=1)[C:28]1[CH:33]=[CH:32][CH:31]=[CH:30][CH:29]=1)=[CH2:24]. The catalyst is C1COCC1.CCOC(C)=O. The product is [Br:1][C:2]1[CH:3]=[C:4]([C:7]([NH:9][S:10]([C:12]([CH3:15])([CH3:14])[CH3:13])=[O:11])([CH2:24][C:23]([CH2:25][O:26][Si:27]([C:40]([CH3:43])([CH3:42])[CH3:41])([C:34]2[CH:39]=[CH:38][CH:37]=[CH:36][CH:35]=2)[C:28]2[CH:29]=[CH:30][CH:31]=[CH:32][CH:33]=2)=[CH2:22])[CH3:8])[S:5][CH:6]=1. The yield is 0.797.